The task is: Predict the reactants needed to synthesize the given product.. This data is from Full USPTO retrosynthesis dataset with 1.9M reactions from patents (1976-2016). Given the product [F:29][C:30]([F:37])([F:36])[CH2:31][S:32]([NH:3][CH2:4][CH2:5][CH2:6][CH2:7][N:8]1[C:18](=[O:19])[C:17]2[N:20]3[C:10](=[CH:11][N:12]=[C:13]3[CH:14]=[CH:15][CH:16]=2)[C:9]1=[O:21])(=[O:34])=[O:33], predict the reactants needed to synthesize it. The reactants are: Cl.Cl.[NH2:3][CH2:4][CH2:5][CH2:6][CH2:7][N:8]1[C:18](=[O:19])[C:17]2[N:20]3[C:10](=[CH:11][N:12]=[C:13]3[CH:14]=[CH:15][CH:16]=2)[C:9]1=[O:21].C(N(CC)CC)C.[F:29][C:30]([F:37])([F:36])[CH2:31][S:32](Cl)(=[O:34])=[O:33].